From a dataset of Forward reaction prediction with 1.9M reactions from USPTO patents (1976-2016). Predict the product of the given reaction. (1) Given the reactants [CH3:1][C:2]1[CH:6]=[C:5]([CH3:7])[N:4]([C:8]2[CH:9]=[C:10]([CH:25]=[CH:26][CH:27]=2)[O:11][C:12]2[CH:24]=[CH:23][C:22]3[C:21]4[C:16](=[CH:17][CH:18]=[CH:19][CH:20]=4)[NH:15][C:14]=3[CH:13]=2)[N:3]=1.Cl[C:29]1[CH:34]=[C:33]([N:35]2[C:47]3[CH:46]=[CH:45][CH:44]=[CH:43][C:42]=3[C:41]3[C:36]2=[CH:37][CH:38]=[CH:39][CH:40]=3)[CH:32]=[CH:31][N:30]=1, predict the reaction product. The product is: [CH:46]1[C:47]2[N:35]([C:33]3[CH:32]=[CH:31][N:30]=[C:29]([N:15]4[C:14]5[CH:13]=[C:12]([O:11][C:10]6[CH:25]=[CH:26][CH:27]=[C:8]([N:4]7[C:5]([CH3:7])=[CH:6][C:2]([CH3:1])=[N:3]7)[CH:9]=6)[CH:24]=[CH:23][C:22]=5[C:21]5[C:16]4=[CH:17][CH:18]=[CH:19][CH:20]=5)[CH:34]=3)[C:36]3[C:41](=[CH:40][CH:39]=[CH:38][CH:37]=3)[C:42]=2[CH:43]=[CH:44][CH:45]=1. (2) Given the reactants Br[C:2]1[S:6][C:5]2=[CH:7][N:8]=[CH:9][N:4]2[CH:3]=1.C([Mg]Br)C.CN(OC)[C:16](=[O:19])[CH2:17][CH3:18].[Cl-].[NH4+], predict the reaction product. The product is: [C:16]([C:2]1[S:6][C:5]2=[CH:7][N:8]=[CH:9][N:4]2[CH:3]=1)(=[O:19])[CH2:17][CH3:18]. (3) Given the reactants [C:1]1([C:7]2[C:8]([C:19]3[CH:24]=[CH:23][C:22]([CH2:25][N:26]4[CH2:31][CH2:30][CH:29]([C:32]5[NH:36][C:35]([C:37]6[CH:42]=[CH:41][CH:40]=[CH:39][N:38]=6)=[N:34][N:33]=5)[CH2:28][CH2:27]4)=[CH:21][CH:20]=3)=[N:9][C:10]3[C:15]([CH:16]=2)=[C:14]([NH:17][NH2:18])[N:13]=[CH:12][CH:11]=3)[CH:6]=[CH:5][CH:4]=[CH:3][CH:2]=1.[CH:43](OOC)(OOC)OOC.C1(C)C(S(O)(=O)=O)=CC=CC=1, predict the reaction product. The product is: [C:1]1([C:7]2[C:8]([C:19]3[CH:20]=[CH:21][C:22]([CH2:25][N:26]4[CH2:27][CH2:28][CH:29]([C:32]5[NH:36][C:35]([C:37]6[CH:42]=[CH:41][CH:40]=[CH:39][N:38]=6)=[N:34][N:33]=5)[CH2:30][CH2:31]4)=[CH:23][CH:24]=3)=[N:9][C:10]3[CH:11]=[CH:12][N:13]4[CH:43]=[N:18][N:17]=[C:14]4[C:15]=3[CH:16]=2)[CH:6]=[CH:5][CH:4]=[CH:3][CH:2]=1.